From a dataset of Forward reaction prediction with 1.9M reactions from USPTO patents (1976-2016). Predict the product of the given reaction. (1) Given the reactants N[C@@H:2]([CH2:6][C:7]1[CH:12]=[CH:11][CH:10]=[CH:9][CH:8]=1)[C:3]([OH:5])=[O:4].Cl, predict the reaction product. The product is: [C:7]1([CH2:6][CH2:2][C:3]([OH:5])=[O:4])[CH:12]=[CH:11][CH:10]=[CH:9][CH:8]=1. (2) Given the reactants [NH:1]1[C:9]2[C:4](=[CH:5][CH:6]=[CH:7][CH:8]=2)[C:3]([CH2:10][C@H:11]([NH:15][C:16](=[O:26])[CH2:17][CH2:18][CH2:19][C:20]2[CH:25]=[CH:24][CH:23]=[CH:22][CH:21]=2)[C:12]([OH:14])=O)=[CH:2]1.[OH:27][N:28]1[C:32](=[O:33])[CH2:31][CH2:30][C:29]1=[O:34].C1(N=C=NC2CCCCC2)CCCCC1.[NH2:50][CH2:51][CH2:52][CH2:53][CH2:54][CH2:55][C:56](O)=[O:57].C([O-])(O)=O.[Na+], predict the reaction product. The product is: [O:34]=[C:29]1[CH2:30][CH2:31][C:32](=[O:33])[N:28]1[O:27][C:56](=[O:57])[CH2:55][CH2:54][CH2:53][CH2:52][CH2:51][NH:50][C:12](=[O:14])[C@@H:11]([NH:15][C:16](=[O:26])[CH2:17][CH2:18][CH2:19][C:20]1[CH:25]=[CH:24][CH:23]=[CH:22][CH:21]=1)[CH2:10][C:3]1[C:4]2[C:9](=[CH:8][CH:7]=[CH:6][CH:5]=2)[NH:1][CH:2]=1. (3) Given the reactants [O:1]1[CH:5]=[CH:4][CH:3]=[C:2]1[C:6]1[C:11]([I:12])=[C:10](S(C)=O)[N:9]=[C:8]([NH2:16])[N:7]=1.[C:17]1([OH:23])[CH:22]=[CH:21][CH:20]=[CH:19][CH:18]=1.C1CCN2C(=NCCC2)CC1, predict the reaction product. The product is: [O:1]1[CH:5]=[CH:4][CH:3]=[C:2]1[C:6]1[C:11]([I:12])=[C:10]([O:23][C:17]2[CH:22]=[CH:21][CH:20]=[CH:19][CH:18]=2)[N:9]=[C:8]([NH2:16])[N:7]=1. (4) Given the reactants [CH3:1][O:2][C:3]1[CH:4]=[C:5]([CH:8]=[C:9]([O:13][CH3:14])[C:10]=1[O:11][CH3:12])[CH2:6][OH:7].[CH3:15][S:16](Cl)(=[O:18])=[O:17], predict the reaction product. The product is: [S:16]([O:7][CH2:6][C:5]1[CH:8]=[C:9]([O:13][CH3:14])[C:10]([O:11][CH3:12])=[C:3]([O:2][CH3:1])[CH:4]=1)(=[O:18])(=[O:17])[CH3:15]. (5) The product is: [Cl:24][C:25]1[C:30]([Cl:31])=[CH:29][CH:28]=[CH:27][C:26]=1[S:32]([NH:1][C:2]1[CH:23]=[CH:22][C:5]([O:6][C:7]2[CH:16]=[CH:15][N:14]=[C:13]3[C:8]=2[C:9]2[CH:21]=[CH:20][CH:19]=[CH:18][C:10]=2[C:11](=[O:17])[NH:12]3)=[CH:4][CH:3]=1)(=[O:34])=[O:33]. Given the reactants [NH2:1][C:2]1[CH:23]=[CH:22][C:5]([O:6][C:7]2[CH:16]=[CH:15][N:14]=[C:13]3[C:8]=2[C:9]2[CH:21]=[CH:20][CH:19]=[CH:18][C:10]=2[C:11](=[O:17])[NH:12]3)=[CH:4][CH:3]=1.[Cl:24][C:25]1[C:30]([Cl:31])=[CH:29][CH:28]=[CH:27][C:26]=1[S:32](Cl)(=[O:34])=[O:33].CCN(CC)CC.Cl, predict the reaction product. (6) Given the reactants [Br:1][C:2]1[CH:3]=[C:4]2[C:12](=[C:13]([C:15](=[O:17])[NH2:16])[CH:14]=1)[NH:11][C:10]1[CH2:9][CH:8]([C:18]([O:20][CH2:21][CH3:22])=[O:19])[CH2:7][CH2:6][C:5]2=1.ClC1C(=O)C(C#N)=C(C#N)C(=O)C=1Cl, predict the reaction product. The product is: [Br:1][C:2]1[CH:3]=[C:4]2[C:12](=[C:13]([C:15](=[O:17])[NH2:16])[CH:14]=1)[NH:11][C:10]1[CH:9]=[C:8]([C:18]([O:20][CH2:21][CH3:22])=[O:19])[CH:7]=[CH:6][C:5]2=1.